The task is: Predict the product of the given reaction.. This data is from Forward reaction prediction with 1.9M reactions from USPTO patents (1976-2016). (1) Given the reactants [CH:1]1[N:9]2[C:4]([C:5]3([CH2:18][CH2:17][NH:16][CH2:15][CH2:14]3)[O:6][C:7]3[CH:13]=[CH:12][CH:11]=[CH:10][C:8]=32)=[CH:3][CH:2]=1.[F:19][C:20]1[CH:28]=[CH:27][C:23]([C:24](O)=[O:25])=[CH:22][C:21]=1[C:29]([F:32])([F:31])[F:30].C(N(CC)CC)C.CN(C(ON1N=NC2C=CC=NC1=2)=[N+](C)C)C.F[P-](F)(F)(F)(F)F, predict the reaction product. The product is: [F:19][C:20]1[CH:28]=[CH:27][C:23]([C:24]([N:16]2[CH2:17][CH2:18][C:5]3([O:6][C:7]4[CH:13]=[CH:12][CH:11]=[CH:10][C:8]=4[N:9]4[CH:1]=[CH:2][CH:3]=[C:4]34)[CH2:14][CH2:15]2)=[O:25])=[CH:22][C:21]=1[C:29]([F:30])([F:31])[F:32]. (2) The product is: [CH2:1]([O:8][CH2:9][CH2:10][CH2:11][C@H:12]([C:21]1[C:25]([CH:26]([F:27])[F:28])=[C:24]([C:29]2[CH:33]=[C:32]([C:34]([F:39])([F:40])[C:35]([CH3:36])([CH3:38])[CH3:37])[O:31][N:30]=2)[O:23][N:22]=1)[CH2:13][C:14]([OH:16])=[O:15])[C:2]1[CH:7]=[CH:6][CH:5]=[CH:4][CH:3]=1. Given the reactants [CH2:1]([O:8][CH2:9][CH2:10][CH2:11][C@H:12]([C:21]1[C:25]([CH:26]([F:28])[F:27])=[C:24]([C:29]2[CH:33]=[C:32]([C:34]([F:40])([F:39])[C:35]([CH3:38])([CH3:37])[CH3:36])[O:31][N:30]=2)[O:23][N:22]=1)[CH2:13][C:14]([O:16]C(C)(C)C)=[O:15])[C:2]1[CH:7]=[CH:6][CH:5]=[CH:4][CH:3]=1.FC(F)(F)C(O)=O, predict the reaction product. (3) Given the reactants [CH3:1][C:2]1[CH:7]=[CH:6][C:5]([S:8]([NH:11][C@H:12]([CH2:14][C:15]#[C:16][Si](C)(C)C)[CH3:13])(=[O:10])=[O:9])=[CH:4][CH:3]=1.C([O-])([O-])=O.[K+].[K+], predict the reaction product. The product is: [CH3:1][C:2]1[CH:7]=[CH:6][C:5]([S:8]([NH:11][C@H:12]([CH2:14][C:15]#[CH:16])[CH3:13])(=[O:10])=[O:9])=[CH:4][CH:3]=1. (4) Given the reactants [Cl:1][C:2]1[CH:3]=[CH:4][C:5]([NH2:8])=[N:6][CH:7]=1.[I:9]([O-])(=O)=O.[K+].[I-].[K+], predict the reaction product. The product is: [Cl:1][C:2]1[CH:3]=[C:4]([I:9])[C:5]([NH2:8])=[N:6][CH:7]=1. (5) Given the reactants [NH2:1][C:2]1[CH:7]=[C:6]([C:8]2[CH:13]=[CH:12][C:11]([Cl:14])=[C:10]([O:15][CH3:16])[C:9]=2[F:17])[N:5]=[C:4]([C:18]([O:20][CH3:21])=[O:19])[C:3]=1[Cl:22].Cl[C:24]1C=CC(B(O)O)=C(F)[C:25]=1[O:34]C, predict the reaction product. The product is: [C:25]([NH:1][C:2]1[CH:7]=[C:6]([C:8]2[CH:13]=[CH:12][C:11]([Cl:14])=[C:10]([O:15][CH3:16])[C:9]=2[F:17])[N:5]=[C:4]([C:18]([O:20][CH3:21])=[O:19])[C:3]=1[Cl:22])(=[O:34])[CH3:24]. (6) Given the reactants [Br:1][C:2]1[CH:7]=[CH:6][C:5]([CH:8]([CH2:12][CH2:13][CH2:14][Cl:15])[C:9]([OH:11])=[O:10])=[CH:4][CH:3]=1.[CH3:16]O, predict the reaction product. The product is: [CH3:16][O:10][C:9](=[O:11])[CH:8]([C:5]1[CH:4]=[CH:3][C:2]([Br:1])=[CH:7][CH:6]=1)[CH2:12][CH2:13][CH2:14][Cl:15].